This data is from Full USPTO retrosynthesis dataset with 1.9M reactions from patents (1976-2016). The task is: Predict the reactants needed to synthesize the given product. (1) Given the product [CH:7]1([CH:4]([O:5][CH3:6])[C:3]2[N:25]=[C:27]([C:28]([O:29][CH2:30][CH3:31])=[O:26])[S:21][CH:2]=2)[CH2:12][CH2:11][CH2:10][CH2:9][CH2:8]1, predict the reactants needed to synthesize it. The reactants are: Br[CH2:2][C:3](=O)[CH:4]([CH:7]1[CH2:12][CH2:11][CH2:10][CH2:9][CH2:8]1)[O:5][CH3:6].C(OC(C1O[S:21]C=CC=1)=O)C.[NH4+:25].[OH-:26].[CH3:27][C:28](=O)[O:29][CH2:30][CH3:31]. (2) Given the product [Si:19]([O:18][C@H:17]([CH2:26][O:27][Si:28]([C:29]([CH3:30])([CH3:32])[CH3:31])([CH3:33])[CH3:34])[CH2:16][N:7]1[C:8]2[C:4](=[CH:3][C:2]([CH3:1])=[CH:10][CH:9]=2)[CH:5]=[C:6]1[C:11]#[N:12])([C:20]([CH3:23])([CH3:22])[CH3:21])([CH3:25])[CH3:24], predict the reactants needed to synthesize it. The reactants are: [CH3:1][C:2]1[CH:3]=[C:4]2[C:8](=[CH:9][CH:10]=1)[NH:7][C:6]([C:11]#[N:12])=[CH:5]2.[H-].[Na+].Cl[CH2:16][C@@H:17]([CH2:26][O:27][Si:28]([CH3:34])([CH3:33])[C:29]([CH3:32])([CH3:31])[CH3:30])[O:18][Si:19]([CH3:25])([CH3:24])[C:20]([CH3:23])([CH3:22])[CH3:21].